This data is from NCI-60 drug combinations with 297,098 pairs across 59 cell lines. The task is: Regression. Given two drug SMILES strings and cell line genomic features, predict the synergy score measuring deviation from expected non-interaction effect. (1) Drug 1: C1=C(C(=O)NC(=O)N1)F. Drug 2: CCC1=C2CN3C(=CC4=C(C3=O)COC(=O)C4(CC)O)C2=NC5=C1C=C(C=C5)O. Cell line: NCIH23. Synergy scores: CSS=41.0, Synergy_ZIP=-12.3, Synergy_Bliss=-12.4, Synergy_Loewe=-7.95, Synergy_HSA=-6.17. (2) Drug 1: CC12CCC3C(C1CCC2=O)CC(=C)C4=CC(=O)C=CC34C. Drug 2: C1C(C(OC1N2C=C(C(=O)NC2=O)F)CO)O. Cell line: A549. Synergy scores: CSS=54.0, Synergy_ZIP=-0.539, Synergy_Bliss=-0.327, Synergy_Loewe=-0.694, Synergy_HSA=4.53. (3) Drug 1: CCC1=CC2CC(C3=C(CN(C2)C1)C4=CC=CC=C4N3)(C5=C(C=C6C(=C5)C78CCN9C7C(C=CC9)(C(C(C8N6C)(C(=O)OC)O)OC(=O)C)CC)OC)C(=O)OC.C(C(C(=O)O)O)(C(=O)O)O. Drug 2: COC1=NC(=NC2=C1N=CN2C3C(C(C(O3)CO)O)O)N. Cell line: UACC-257. Synergy scores: CSS=14.1, Synergy_ZIP=4.74, Synergy_Bliss=3.91, Synergy_Loewe=-25.9, Synergy_HSA=1.15. (4) Drug 1: CC1=C(C(=CC=C1)Cl)NC(=O)C2=CN=C(S2)NC3=CC(=NC(=N3)C)N4CCN(CC4)CCO. Drug 2: C(CN)CNCCSP(=O)(O)O. Cell line: DU-145. Synergy scores: CSS=-0.489, Synergy_ZIP=0.986, Synergy_Bliss=0.307, Synergy_Loewe=-0.677, Synergy_HSA=-1.44. (5) Synergy scores: CSS=71.0, Synergy_ZIP=0.725, Synergy_Bliss=-4.96, Synergy_Loewe=-19.2, Synergy_HSA=0.411. Drug 2: CC12CCC3C(C1CCC2OP(=O)(O)O)CCC4=C3C=CC(=C4)OC(=O)N(CCCl)CCCl.[Na+]. Drug 1: CC1CCCC2(C(O2)CC(NC(=O)CC(C(C(=O)C(C1O)C)(C)C)O)C(=CC3=CSC(=N3)C)C)C. Cell line: SK-MEL-5. (6) Drug 1: CC(C1=C(C=CC(=C1Cl)F)Cl)OC2=C(N=CC(=C2)C3=CN(N=C3)C4CCNCC4)N. Drug 2: C1=CN(C(=O)N=C1N)C2C(C(C(O2)CO)O)O.Cl. Cell line: A498. Synergy scores: CSS=26.0, Synergy_ZIP=-2.29, Synergy_Bliss=4.55, Synergy_Loewe=-1.24, Synergy_HSA=5.65. (7) Drug 1: CC12CCC(CC1=CCC3C2CCC4(C3CC=C4C5=CN=CC=C5)C)O. Drug 2: CC12CCC3C(C1CCC2O)C(CC4=C3C=CC(=C4)O)CCCCCCCCCS(=O)CCCC(C(F)(F)F)(F)F. Cell line: SN12C. Synergy scores: CSS=3.05, Synergy_ZIP=-1.23, Synergy_Bliss=-0.766, Synergy_Loewe=-0.0760, Synergy_HSA=-0.0116. (8) Drug 1: CS(=O)(=O)C1=CC(=C(C=C1)C(=O)NC2=CC(=C(C=C2)Cl)C3=CC=CC=N3)Cl. Drug 2: CC1=C(C(=CC=C1)Cl)NC(=O)C2=CN=C(S2)NC3=CC(=NC(=N3)C)N4CCN(CC4)CCO. Cell line: OVCAR-4. Synergy scores: CSS=14.7, Synergy_ZIP=2.06, Synergy_Bliss=6.49, Synergy_Loewe=4.86, Synergy_HSA=6.39.